The task is: Predict the reactants needed to synthesize the given product.. This data is from Full USPTO retrosynthesis dataset with 1.9M reactions from patents (1976-2016). (1) Given the product [F:12][C:13]1[CH:18]=[CH:17][CH:16]=[C:15]([N+:19]([O-:21])=[O:20])[C:14]=1[O:4][CH3:1], predict the reactants needed to synthesize it. The reactants are: [C:1](=[O:4])([O-])[O-].[K+].[K+].CN(C)C=O.[F:12][C:13]1[CH:18]=[CH:17][CH:16]=[C:15]([N+:19]([O-:21])=[O:20])[C:14]=1O.COS(OC)(=O)=O. (2) Given the product [Cl:11][C:6]1[C:7]2[S:20][CH:19]=[CH:18][C:17]=2[N:12]=[CH:13][N:14]=1, predict the reactants needed to synthesize it. The reactants are: CN(C)C=O.[C:6]([Cl:11])(=O)[C:7](Cl)=O.[N:12]1[C:17]2[CH:18]=[CH:19][S:20]C=2C(=O)[NH:14][CH:13]=1.O.